This data is from Full USPTO retrosynthesis dataset with 1.9M reactions from patents (1976-2016). The task is: Predict the reactants needed to synthesize the given product. (1) Given the product [CH3:13][O:12][C:11]1[CH:10]=[C:6]2[C:5](=[CH:4][C:3]=1[O:2][CH3:1])[C:14](=[O:15])[O:16][C:7]2=[O:9], predict the reactants needed to synthesize it. The reactants are: [CH3:1][O:2][C:3]1[CH:4]=[C:5]([C:14]([OH:16])=[O:15])[C:6](=[CH:10][C:11]=1[O:12][CH3:13])[C:7]([OH:9])=O. (2) Given the product [N:27]1([CH2:33][CH2:34][C:35]2[CH:36]=[CH:37][C:38]([NH:39]/[C:16](=[C:6]3\[C:5](=[O:26])[NH:4][C:12]4[C:7]\3=[CH:8][C:9]([N+:13]([O-:15])=[O:14])=[CH:10][CH:11]=4)/[C:17]3[CH:18]=[CH:19][CH:20]=[CH:21][CH:22]=3)=[CH:40][CH:41]=2)[CH2:28][CH2:29][CH2:30][CH2:31][CH2:32]1, predict the reactants needed to synthesize it. The reactants are: C([N:4]1[C:12]2[C:7](=[CH:8][C:9]([N+:13]([O-:15])=[O:14])=[CH:10][CH:11]=2)[C:6](=[C:16](OCC)[C:17]2[CH:22]=[CH:21][CH:20]=[CH:19][CH:18]=2)[C:5]1=[O:26])(=O)C.[N:27]1([CH2:33][CH2:34][C:35]2[CH:41]=[CH:40][C:38]([NH2:39])=[CH:37][CH:36]=2)[CH2:32][CH2:31][CH2:30][CH2:29][CH2:28]1.[OH-].[Na+]. (3) Given the product [CH:1]1([C:6]2[C:14]3[CH:13]=[CH:12][NH:11][C:10](=[O:15])[C:9]=3[N:8]([C:17]3[CH:18]=[CH:19][C:20]([S:23]([NH2:26])(=[O:24])=[O:25])=[CH:21][CH:22]=3)[N:7]=2)[CH2:2][CH2:3][CH2:4][CH2:5]1, predict the reactants needed to synthesize it. The reactants are: [CH:1]1([C:6]2[C:14]3[C:9](=[C:10]([O:15]C)[N:11]=[CH:12][CH:13]=3)[N:8]([C:17]3[CH:22]=[CH:21][C:20]([S:23]([NH2:26])(=[O:25])=[O:24])=[CH:19][CH:18]=3)[N:7]=2)[CH2:5][CH2:4][CH2:3][CH2:2]1.[I-].[Na+].Cl[Si](C)(C)C.O. (4) Given the product [I:13][C:14]1[C:15]([OH:24])=[C:16]([CH:20]=[C:21]([I:23])[CH:22]=1)[C:17]([NH:1][C:2]1[CH:3]=[CH:4][C:5]([C:6]([O:8][CH2:9][CH3:10])=[O:7])=[CH:11][CH:12]=1)=[O:18], predict the reactants needed to synthesize it. The reactants are: [NH2:1][C:2]1[CH:12]=[CH:11][C:5]([C:6]([O:8][CH2:9][CH3:10])=[O:7])=[CH:4][CH:3]=1.[I:13][C:14]1[C:15]([OH:24])=[C:16]([CH:20]=[C:21]([I:23])[CH:22]=1)[C:17](O)=[O:18].CN(C(ON1N=NC2C=CC=CC1=2)=[N+](C)C)C.[B-](F)(F)(F)F.CCN(C(C)C)C(C)C.C(=O)([O-])[O-].[Na+].[Na+]. (5) Given the product [Br:1][C:2]1[CH:6]=[C:5]([C:7]([NH:9][C:10]2[CH:15]=[CH:14][C:13]([Cl:16])=[CH:12][C:11]=2[C:17](=[O:24])[NH:18][CH:19]([CH:21]2[CH2:23][CH2:22]2)[CH3:20])=[O:8])[N:4]([C:25]2[C:30]([Cl:31])=[CH:29][CH:28]=[CH:27][N:26]=2)[N:3]=1, predict the reactants needed to synthesize it. The reactants are: [Br:1][C:2]1[CH2:6][CH:5]([C:7]([NH:9][C:10]2[CH:15]=[CH:14][C:13]([Cl:16])=[CH:12][C:11]=2[C:17](=[O:24])[NH:18][CH:19]([CH:21]2[CH2:23][CH2:22]2)[CH3:20])=[O:8])[N:4]([C:25]2[C:30]([Cl:31])=[CH:29][CH:28]=[CH:27][N:26]=2)[N:3]=1.O1CCOCC1.ClC1C(=O)C(C#N)=C(C#N)C(=O)C=1Cl. (6) Given the product [O:7]1[CH2:8][CH2:9][O:5][CH:6]1[C:10]1[CH:15]=[C:14]([O:16][CH3:17])[N:13]=[CH:12][C:11]=1[O:18][CH2:19][C:20]1[C:21]([C:26](=[O:31])[CH2:1][CH3:2])=[N:22][CH:23]=[CH:24][CH:25]=1, predict the reactants needed to synthesize it. The reactants are: [CH2:1]([Mg]Br)[CH3:2].[O:5]1[CH2:9][CH2:8][O:7][CH:6]1[C:10]1[CH:15]=[C:14]([O:16][CH3:17])[N:13]=[CH:12][C:11]=1[O:18][CH2:19][C:20]1[C:21]([C:26]#N)=[N:22][CH:23]=[CH:24][CH:25]=1.C1C[O:31]CC1. (7) Given the product [Cl:1][C:2]1[CH:7]=[CH:6][C:5]([C:8]2[CH:13]=[CH:12][C:11]([NH:14][C:15](=[O:26])/[CH:16]=[CH:17]/[C:18]3[CH:23]=[CH:22][C:21]([CH2:24][Cl:38])=[CH:20][CH:19]=3)=[CH:10][CH:9]=2)=[CH:4][CH:3]=1, predict the reactants needed to synthesize it. The reactants are: [Cl:1][C:2]1[CH:7]=[CH:6][C:5]([C:8]2[CH:13]=[CH:12][C:11]([NH:14][C:15](=[O:26])/[CH:16]=[CH:17]/[C:18]3[CH:23]=[CH:22][C:21]([CH2:24]O)=[CH:20][CH:19]=3)=[CH:10][CH:9]=2)=[CH:4][CH:3]=1.C(N(CC)CC)C.CS([Cl:38])(=O)=O.